This data is from Forward reaction prediction with 1.9M reactions from USPTO patents (1976-2016). The task is: Predict the product of the given reaction. (1) Given the reactants [C:1]([O-])([O-])=O.[K+].[K+].CI.[C:9]([O:13][C:14]([N:16]1[C:21]2[CH:22]=[C:23]([OH:27])[C:24]([Cl:26])=[CH:25][C:20]=2[O:19][CH:18]([C:28]([N:30]2[CH2:35][CH2:34][C:33]([C:44]#[N:45])([CH2:36][C:37]3[CH:42]=[CH:41][C:40]([F:43])=[CH:39][CH:38]=3)[CH2:32][CH2:31]2)=[O:29])[CH2:17]1)=[O:15])([CH3:12])([CH3:11])[CH3:10], predict the reaction product. The product is: [C:9]([O:13][C:14]([N:16]1[C:21]2[CH:22]=[C:23]([O:27][CH3:1])[C:24]([Cl:26])=[CH:25][C:20]=2[O:19][CH:18]([C:28]([N:30]2[CH2:35][CH2:34][C:33]([C:44]#[N:45])([CH2:36][C:37]3[CH:38]=[CH:39][C:40]([F:43])=[CH:41][CH:42]=3)[CH2:32][CH2:31]2)=[O:29])[CH2:17]1)=[O:15])([CH3:12])([CH3:10])[CH3:11]. (2) Given the reactants [C:1]1([S:7]([NH:10][C:11](=[O:36])[CH:12]([NH:26][C:27]2[CH:35]=[CH:34][C:30]([C:31]([NH2:33])=[NH:32])=[CH:29][CH:28]=2)[C:13]2[CH:18]=[CH:17][C:16]([O:19][CH:20]([CH3:22])[CH3:21])=[C:15]([O:23][CH2:24][CH3:25])[CH:14]=2)(=[O:9])=[O:8])[CH:6]=[CH:5][CH:4]=[CH:3][CH:2]=1.CO.O.[C:40]([OH:46])([C:42]([F:45])([F:44])[F:43])=[O:41], predict the reaction product. The product is: [F:43][C:42]([F:45])([F:44])[C:40]([OH:46])=[O:41].[C:1]1([S:7]([N:10]2[C:11](=[O:36])[CH:12]([C:13]3[CH:18]=[CH:17][C:16]([O:19][CH:20]([CH3:21])[CH3:22])=[C:15]([O:23][CH2:24][CH3:25])[CH:14]=3)[N:26]([C:27]3[CH:35]=[CH:34][C:30]([C:31]([NH2:33])=[NH:32])=[CH:29][CH:28]=3)[CH2:40]2)(=[O:9])=[O:8])[CH:2]=[CH:3][CH:4]=[CH:5][CH:6]=1. (3) Given the reactants C(OC([NH:8][C:9]1[S:10][CH:11]=[C:12]([CH2:14][CH2:15][N:16]([C:24]2[CH:29]=[CH:28][C:27]([NH:30][C:31]([C:33]3[CH2:38][CH2:37][CH2:36][CH2:35][C:34]=3[C:39]3[CH:44]=[CH:43][C:42]([C:45]([F:48])([F:47])[F:46])=[CH:41][CH:40]=3)=[O:32])=[CH:26][N:25]=2)C(=O)OC(C)(C)C)[N:13]=1)=O)(C)(C)C.FC(F)(F)C(O)=O, predict the reaction product. The product is: [NH2:8][C:9]1[S:10][CH:11]=[C:12]([CH2:14][CH2:15][NH:16][C:24]2[N:25]=[CH:26][C:27]([NH:30][C:31]([C:33]3[CH2:38][CH2:37][CH2:36][CH2:35][C:34]=3[C:39]3[CH:44]=[CH:43][C:42]([C:45]([F:47])([F:48])[F:46])=[CH:41][CH:40]=3)=[O:32])=[CH:28][CH:29]=2)[N:13]=1. (4) The product is: [Cl:14][C:3]1[CH:4]=[CH:5][C:6]([C@@H:7]2[CH2:12][NH:13][C:9](=[O:10])[CH2:8]2)=[CH:1][CH:2]=1. Given the reactants [CH:1]1[C:6]([C@H:7]([CH2:12][NH2:13])[CH2:8][C:9](O)=[O:10])=[CH:5][CH:4]=[C:3]([Cl:14])[CH:2]=1, predict the reaction product. (5) Given the reactants [CH2:1]([N:4]([CH2:47][CH2:48][CH3:49])[C:5]([CH2:7][O:8][C:9](=[O:46])[CH2:10][CH2:11][NH:12][S:13]([C:16]1[CH:21]=[CH:20][CH:19]=[C:18]([C:22]([N:24]2[CH2:45][CH2:44][C:27]3([NH:31]/[C:30](=[N:32]/[C:33]([C:35]4[C:40]([NH2:41])=[N:39][C:38]([NH2:42])=[C:37]([Cl:43])[N:36]=4)=[O:34])/[NH:29][CH2:28]3)[CH2:26][CH2:25]2)=[O:23])[CH:17]=1)(=[O:15])=[O:14])=[O:6])[CH2:2][CH3:3].[C:50]([OH:57])(=[O:56])[CH2:51][CH2:52][C:53]([OH:55])=[O:54], predict the reaction product. The product is: [C:50]([OH:57])(=[O:56])[CH2:51][CH2:52][C:53]([OH:55])=[O:54].[CH2:47]([N:4]([CH2:1][CH2:2][CH3:3])[C:5]([CH2:7][O:8][C:9](=[O:46])[CH2:10][CH2:11][NH:12][S:13]([C:16]1[CH:21]=[CH:20][CH:19]=[C:18]([C:22]([N:24]2[CH2:45][CH2:44][C:27]3([NH:31]/[C:30](=[N:32]/[C:33]([C:35]4[C:40]([NH2:41])=[N:39][C:38]([NH2:42])=[C:37]([Cl:43])[N:36]=4)=[O:34])/[NH:29][CH2:28]3)[CH2:26][CH2:25]2)=[O:23])[CH:17]=1)(=[O:15])=[O:14])=[O:6])[CH2:48][CH3:49]. (6) Given the reactants [NH2:1]/[C:2](=[N:20]\[O:21][C:22]([C@H:24]([CH2:33][CH2:34][CH2:35][CH:36]1[CH2:41][CH2:40][CH2:39][CH2:38][CH2:37]1)[CH2:25][C:26]([O:28][C:29]([CH3:32])([CH3:31])[CH3:30])=[O:27])=O)/[CH:3]1[CH2:6][N:5]([CH:7]([C:14]2[CH:19]=[CH:18][CH:17]=[CH:16][CH:15]=2)[C:8]2[CH:13]=[CH:12][CH:11]=[CH:10][CH:9]=2)[CH2:4]1, predict the reaction product. The product is: [CH:7]([N:5]1[CH2:6][CH:3]([C:2]2[N:1]=[C:22]([C@H:24]([CH2:33][CH2:34][CH2:35][CH:36]3[CH2:41][CH2:40][CH2:39][CH2:38][CH2:37]3)[CH2:25][C:26]([O:28][C:29]([CH3:30])([CH3:32])[CH3:31])=[O:27])[O:21][N:20]=2)[CH2:4]1)([C:8]1[CH:13]=[CH:12][CH:11]=[CH:10][CH:9]=1)[C:14]1[CH:15]=[CH:16][CH:17]=[CH:18][CH:19]=1.